From a dataset of Catalyst prediction with 721,799 reactions and 888 catalyst types from USPTO. Predict which catalyst facilitates the given reaction. Reactant: [Cl:1][C:2]1[CH:9]=[CH:8][CH:7]=[C:6]([O:10][CH:11]([F:13])[F:12])[C:3]=1[CH:4]=[O:5].[BH4-].[Na+].O. Product: [Cl:1][C:2]1[CH:9]=[CH:8][CH:7]=[C:6]([O:10][CH:11]([F:13])[F:12])[C:3]=1[CH2:4][OH:5]. The catalyst class is: 5.